Dataset: Catalyst prediction with 721,799 reactions and 888 catalyst types from USPTO. Task: Predict which catalyst facilitates the given reaction. (1) Reactant: Cl.[Cl:2][C:3]1[CH:8]=[CH:7][C:6]([C:9]2[N:10]=[C:11]([CH2:14][C:15]3(C(OC)=O)[CH2:19][CH2:18][CH2:17][C:16]3=[O:20])[S:12][CH:13]=2)=[CH:5][CH:4]=1. Product: [Cl:2][C:3]1[CH:4]=[CH:5][C:6]([C:9]2[N:10]=[C:11]([CH2:14][CH:15]3[CH2:19][CH2:18][CH2:17][C:16]3=[O:20])[S:12][CH:13]=2)=[CH:7][CH:8]=1. The catalyst class is: 15. (2) Reactant: [Br:1][C:2]1[CH:10]=[CH:9][C:5]([C:6](O)=[O:7])=[C:4]([Cl:11])[CH:3]=1.CN(C=O)C.C(Cl)(=O)C([Cl:20])=O. Product: [Br:1][C:2]1[CH:10]=[CH:9][C:5]([C:6]([Cl:20])=[O:7])=[C:4]([Cl:11])[CH:3]=1. The catalyst class is: 4. (3) Reactant: Cl[C:2]1[CH:3]=[CH:4][C:5]([N+:14]([O-:16])=[O:15])=[C:6]([N:8]2[CH2:13][CH2:12][CH2:11][CH2:10][CH2:9]2)[CH:7]=1.[CH3:17][O-:18].[Na+].CO. Product: [CH3:17][O:18][C:2]1[CH:3]=[CH:4][C:5]([N+:14]([O-:16])=[O:15])=[C:6]([N:8]2[CH2:13][CH2:12][CH2:11][CH2:10][CH2:9]2)[CH:7]=1. The catalyst class is: 31. (4) Reactant: Cl.C(N=C=NCCCN(C)C)C.[S:13]1[C:17]2[CH:18]=[CH:19][CH:20]=[CH:21][C:16]=2[CH:15]=[C:14]1[C:22]([OH:24])=O.[C:25]1([CH2:31][O:32][C:33]([C:35]2([NH2:41])[CH2:40][CH2:39][CH2:38][CH2:37][CH2:36]2)=[O:34])[CH:30]=[CH:29][CH:28]=[CH:27][CH:26]=1.ON1C2C=CC=CC=2N=N1. Product: [C:25]1([CH2:31][O:32][C:33]([C:35]2([NH:41][C:22]([C:14]3[S:13][C:17]4[CH:18]=[CH:19][CH:20]=[CH:21][C:16]=4[CH:15]=3)=[O:24])[CH2:36][CH2:37][CH2:38][CH2:39][CH2:40]2)=[O:34])[CH:26]=[CH:27][CH:28]=[CH:29][CH:30]=1. The catalyst class is: 2. (5) Reactant: [N:1]1[CH:6]=[CH:5][CH:4]=[CH:3][C:2]=1[S:7][S:8][CH2:9][CH2:10][CH2:11][C:12]([OH:14])=[O:13].[S:15](Cl)(=[O:18])(=[O:17])[OH:16].CCN(C(C)C)C(C)C. Product: [N:1]1[CH:6]=[CH:5][CH:4]=[CH:3][C:2]=1[S:7][S:8][CH2:9][CH2:10][CH:11]([S:15]([OH:18])(=[O:17])=[O:16])[C:12]([OH:14])=[O:13]. The catalyst class is: 26. (6) Reactant: [CH:1]1([CH2:7][N:8]2[C:12]([CH3:13])=[C:11]([C:14](=[O:20])[NH:15][CH:16]3[CH2:19][O:18][CH2:17]3)[CH:10]=[C:9]2[C:21]2[CH:22]=[C:23]([CH:27]=[C:28]([C:30]([F:33])([F:32])[F:31])[CH:29]=2)[C:24](O)=[O:25])[CH2:6][CH2:5][CH2:4][CH2:3][CH2:2]1.[C:34]([NH2:38])([CH3:37])([CH3:36])[CH3:35].CN(C(ON1N=NC2C=CC=NC1=2)=[N+](C)C)C.F[P-](F)(F)(F)(F)F.CCN(C(C)C)C(C)C. Product: [C:34]([NH:38][C:24]([C:23]1[CH:22]=[C:21]([C:9]2[N:8]([CH2:7][CH:1]3[CH2:2][CH2:3][CH2:4][CH2:5][CH2:6]3)[C:12]([CH3:13])=[C:11]([C:14]([NH:15][CH:16]3[CH2:19][O:18][CH2:17]3)=[O:20])[CH:10]=2)[CH:29]=[C:28]([C:30]([F:33])([F:32])[F:31])[CH:27]=1)=[O:25])([CH3:37])([CH3:36])[CH3:35]. The catalyst class is: 499. (7) Reactant: [OH:1][C:2]1[C:11]2[C:6](=[CH:7][CH:8]=[CH:9][CH:10]=2)[C:5]([S:12][C:13]2[CH:18]=[CH:17][CH:16]=[CH:15][CH:14]=2)=[N:4][C:3]=1[C:19]([NH:21][CH2:22][C:23]([OH:25])=[O:24])=[O:20].ClC1C=C(C=CC=1)C(OO)=[O:31]. Product: [C:13]1([S:12]([C:5]2[C:6]3[C:11](=[CH:10][CH:9]=[CH:8][CH:7]=3)[C:2]([OH:1])=[C:3]([C:19]([NH:21][CH2:22][C:23]([OH:25])=[O:24])=[O:20])[N:4]=2)=[O:31])[CH:18]=[CH:17][CH:16]=[CH:15][CH:14]=1. The catalyst class is: 4. (8) Reactant: [Cl:1][C:2]1[CH:17]=[C:16]([N+:18]([O-])=O)[CH:15]=[CH:14][C:3]=1[O:4][C:5]1[CH:10]=[CH:9][N:8]2[CH:11]=[CH:12][N:13]=[C:7]2[CH:6]=1.Cl. Product: [Cl:1][C:2]1[CH:17]=[C:16]([CH:15]=[CH:14][C:3]=1[O:4][C:5]1[CH:10]=[CH:9][N:8]2[CH:11]=[CH:12][N:13]=[C:7]2[CH:6]=1)[NH2:18]. The catalyst class is: 8.